Dataset: Catalyst prediction with 721,799 reactions and 888 catalyst types from USPTO. Task: Predict which catalyst facilitates the given reaction. (1) Reactant: [Br:1][C:2]1[N:3]=[C:4]([C@H:12]2[CH2:17][CH2:16][C@H:15]([CH2:18][NH:19][CH3:20])[CH2:14][CH2:13]2)[N:5]2[CH:10]=[CH:9][N:8]=[C:7]([CH3:11])[C:6]=12.C=O.[C:23]([BH3-])#N.[Na+]. Product: [Br:1][C:2]1[N:3]=[C:4]([C@H:12]2[CH2:17][CH2:16][C@H:15]([CH2:18][N:19]([CH3:23])[CH3:20])[CH2:14][CH2:13]2)[N:5]2[CH:10]=[CH:9][N:8]=[C:7]([CH3:11])[C:6]=12. The catalyst class is: 15. (2) Reactant: [C:1]1([C:29]2[CH:34]=[CH:33][CH:32]=[CH:31][CH:30]=2)[CH:6]=[CH:5][C:4]([O:7][C:8]2[C:9](=[O:28])[N:10]([C:21]3[CH:26]=[CH:25][C:24]([Cl:27])=[CH:23][CH:22]=3)[N:11]=[CH:12][C:13]=2[N:14]2[CH2:19][CH2:18][C:17](=[O:20])[CH2:16][CH2:15]2)=[CH:3][CH:2]=1.[BH4-].[Na+].ClCCl. Product: [C:1]1([C:29]2[CH:34]=[CH:33][CH:32]=[CH:31][CH:30]=2)[CH:2]=[CH:3][C:4]([O:7][C:8]2[C:9](=[O:28])[N:10]([C:21]3[CH:26]=[CH:25][C:24]([Cl:27])=[CH:23][CH:22]=3)[N:11]=[CH:12][C:13]=2[N:14]2[CH2:15][CH2:16][CH:17]([OH:20])[CH2:18][CH2:19]2)=[CH:5][CH:6]=1. The catalyst class is: 5. (3) Reactant: F[C:2]1[CH:7]=[CH:6][CH:5]=[CH:4][C:3]=1[S:8]([NH:11][C:12]1[C:21]([C:22]([OH:24])=[O:23])=[C:20]2[C:15]([CH:16]3[CH2:25][CH:17]3[CH2:18][O:19]2)=[CH:14][CH:13]=1)(=[O:10])=[O:9].[CH2:26]([N:28]1[CH2:32][CH2:31][CH2:30][C@H:29]1[CH2:33][CH2:34][NH2:35])[CH3:27]. Product: [CH2:26]([N:28]1[CH2:32][CH2:31][CH2:30][C@H:29]1[CH2:33][CH2:34][NH:35][C:2]1[CH:7]=[CH:6][CH:5]=[CH:4][C:3]=1[S:8]([NH:11][C:12]1[C:21]([C:22]([OH:24])=[O:23])=[C:20]2[C:15]([CH:16]3[CH2:25][CH:17]3[CH2:18][O:19]2)=[CH:14][CH:13]=1)(=[O:10])=[O:9])[CH3:27]. The catalyst class is: 66. (4) Reactant: [C:1]([NH:5][C:6](=[O:41])[CH:7]([NH:17][C:18]([N:20]1[CH2:25][CH2:24][C:23](=[C:26]2[C:32]3[CH:33]=[CH:34][CH:35]=[CH:36][C:31]=3[CH:30]=[CH:29][C:28]3[CH:37]=[CH:38][CH:39]=[CH:40][C:27]2=3)[CH2:22][CH2:21]1)=[O:19])[CH2:8][O:9][Si](C(C)(C)C)(C)C)([CH3:4])([CH3:3])[CH3:2].[F-].C([N+](CCCC)(CCCC)CCCC)CCC.O1CCCC1. Product: [C:1]([NH:5][C:6](=[O:41])[CH:7]([NH:17][C:18]([N:20]1[CH2:25][CH2:24][C:23](=[C:26]2[C:27]3[CH:40]=[CH:39][CH:38]=[CH:37][C:28]=3[CH:29]=[CH:30][C:31]3[CH:36]=[CH:35][CH:34]=[CH:33][C:32]2=3)[CH2:22][CH2:21]1)=[O:19])[CH2:8][OH:9])([CH3:4])([CH3:2])[CH3:3]. The catalyst class is: 7. (5) Reactant: [Cl:1][C:2]1[C:3]([CH3:29])=[N:4][S:5][C:6]=1[NH:7][C:8](=[O:28])[C:9]([C:14]1[CH:15]=[CH:16][C:17]2[O:21][C:20]([CH2:22][C:23]([CH3:26])([CH3:25])[CH3:24])=[N:19][C:18]=2[CH:27]=1)=[CH:10][N:11]([CH3:13])C.Cl.[CH2:31](N)C. Product: [Cl:1][C:2]1[C:3]([CH3:29])=[N:4][S:5][C:6]=1[NH:7][C:8](=[O:28])[C:9]([C:14]1[CH:15]=[CH:16][C:17]2[O:21][C:20]([CH2:22][C:23]([CH3:25])([CH3:24])[CH3:26])=[N:19][C:18]=2[CH:27]=1)=[CH:10][NH:11][CH2:13][CH3:31]. The catalyst class is: 30. (6) Reactant: [ClH:1].[NH2:2][C:3]1[C:4]([O:27][CH2:28][CH3:29])=[CH:5][CH:6]=[C:7]2[C:12]=1[CH:11]=[N:10][CH:9]=[C:8]2[C:13]([C:15]1[CH:20]=[C:19]([O:21][CH3:22])[C:18]([O:23][CH3:24])=[C:17]([O:25][CH3:26])[CH:16]=1)=[O:14].[NH:30](C(OC(C)(C)C)=O)[C@H:31]([C:39](O)=[O:40])[CH2:32][C:33]1[CH:38]=[CH:37][CH:36]=[CH:35][CH:34]=1.CN1CCOCC1.CCN=C=NCCCN(C)C. Product: [ClH:1].[ClH:1].[NH2:30][C@@H:31]([CH2:32][C:33]1[CH:38]=[CH:37][CH:36]=[CH:35][CH:34]=1)[C:39]([NH:2][C:3]1[C:4]([O:27][CH2:28][CH3:29])=[CH:5][CH:6]=[C:7]2[C:12]=1[CH:11]=[N:10][CH:9]=[C:8]2[C:13](=[O:14])[C:15]1[CH:20]=[C:19]([O:21][CH3:22])[C:18]([O:23][CH3:24])=[C:17]([O:25][CH3:26])[CH:16]=1)=[O:40]. The catalyst class is: 2. (7) Reactant: [NH2:1][C:2]1[CH:9]=[C:8]2[O:10][CH2:11][O:12][C:7]2=[CH:6][C:3]=1[C:4]#N.[CH2:13]([Mg]Cl)[C:14]1[CH:19]=[CH:18][CH:17]=[CH:16][CH:15]=1.O.[OH:23]S(O)(=O)=O. Product: [NH2:1][C:2]1[CH:9]=[C:8]2[O:10][CH2:11][O:12][C:7]2=[CH:6][C:3]=1[C:4]([CH2:13][C:14]1[CH:19]=[CH:18][CH:17]=[CH:16][CH:15]=1)=[O:23]. The catalyst class is: 116. (8) Reactant: [CH3:1][O:2][C:3]([C:5]1[CH:6]=[C:7]2[C:12](=[CH:13][CH:14]=1)[CH2:11][N:10]([C:15](OC(C)(C)C)=O)[CH2:9][CH2:8]2)=[O:4].FC(F)(F)C(O)=O. Product: [CH3:1][O:2][C:3]([C:5]1[CH:6]=[C:7]2[C:12](=[CH:13][CH:14]=1)[CH2:11][N:10]([CH3:15])[CH2:9][CH2:8]2)=[O:4]. The catalyst class is: 2. (9) Reactant: [C:1]([O:5][C:6]([NH:8][CH:9]1[CH2:14][CH2:13][CH:12]([C:15]([OH:17])=O)[CH2:11][CH2:10]1)=[O:7])([CH3:4])([CH3:3])[CH3:2].CCN=C=NCCCN(C)C.C1C=CC2N(O)N=NC=2C=1.[NH:39]1[CH2:44][CH2:43][O:42][CH2:41][CH2:40]1. Product: [C:1]([O:5][C:6](=[O:7])[NH:8][CH:9]1[CH2:10][CH2:11][CH:12]([C:15]([N:39]2[CH2:44][CH2:43][O:42][CH2:41][CH2:40]2)=[O:17])[CH2:13][CH2:14]1)([CH3:2])([CH3:3])[CH3:4]. The catalyst class is: 60. (10) Reactant: [CH2:1]([N:8]([CH2:16][C:17]1[CH:22]=[CH:21][CH:20]=[CH:19][CH:18]=1)[CH2:9][CH2:10][CH2:11][C:12]([CH3:15])([OH:14])[CH3:13])[C:2]1[CH:7]=[CH:6][CH:5]=[CH:4][CH:3]=1.[CH3:23]I. Product: [CH2:1]([N:8]([CH2:16][C:17]1[CH:18]=[CH:19][CH:20]=[CH:21][CH:22]=1)[CH2:9][CH2:10][CH2:11][C:12]([O:14][CH3:23])([CH3:15])[CH3:13])[C:2]1[CH:7]=[CH:6][CH:5]=[CH:4][CH:3]=1. The catalyst class is: 1.